Dataset: Full USPTO retrosynthesis dataset with 1.9M reactions from patents (1976-2016). Task: Predict the reactants needed to synthesize the given product. (1) The reactants are: [OH:1][C:2]1[CH:7]=[CH:6][C:5]([C:8](=[O:10])[CH3:9])=[C:4]([O:11][CH3:12])[CH:3]=1.Br[CH2:14][CH2:15][CH2:16][Cl:17].C(=O)([O-])[O-].[K+].[K+]. Given the product [Cl:17][CH2:16][CH2:15][CH2:14][O:1][C:2]1[CH:7]=[CH:6][C:5]([C:8](=[O:10])[CH3:9])=[C:4]([O:11][CH3:12])[CH:3]=1, predict the reactants needed to synthesize it. (2) Given the product [NH2:24][CH:25]1[CH2:29][CH2:28][N:27]([C:2]2[C:11]3[C:6](=[CH:7][C:8]([O:14][CH3:15])=[C:9]([O:12][CH3:13])[CH:10]=3)[N:5]=[CH:4][C:3]=2[C:16]#[N:17])[CH2:26]1, predict the reactants needed to synthesize it. The reactants are: Cl[C:2]1[C:11]2[C:6](=[CH:7][C:8]([O:14][CH3:15])=[C:9]([O:12][CH3:13])[CH:10]=2)[N:5]=[CH:4][C:3]=1[C:16]#[N:17].C(OC(=O)[NH:24][CH:25]1[CH2:29][CH2:28][NH:27][CH2:26]1)(C)(C)C.C(O)(C(F)(F)F)=O.